From a dataset of Full USPTO retrosynthesis dataset with 1.9M reactions from patents (1976-2016). Predict the reactants needed to synthesize the given product. (1) Given the product [ClH:1].[NH2:43][C@@H:18]1[C:17](=[O:51])[N:16]2[CH2:52][C@H:13]([O:12][C:7]3[C:8]4[C:3](=[C:2]([Cl:1])[CH:11]=[CH:10][CH:9]=4)[C:4]([O:53][CH3:54])=[CH:5][N:6]=3)[CH2:14][C@H:15]2[C:29](=[O:30])[NH:28][C@:27]2([C:32]([NH:33][S:34]([CH:37]3[CH2:39][CH2:38]3)(=[O:35])=[O:36])=[O:40])[CH2:31][C@H:26]2[CH:25]=[CH:24][CH:23]([CH3:41])[CH2:22][CH2:21][CH2:20][C@H:19]1[CH3:42], predict the reactants needed to synthesize it. The reactants are: [Cl:1][C:2]1[CH:11]=[CH:10][CH:9]=[C:8]2[C:3]=1[C:4]([O:53][CH3:54])=[CH:5][N:6]=[C:7]2[O:12][C@H:13]1[CH2:52][N:16]2[C:17](=[O:51])[C@@H:18]([NH:43]C(=O)OC(C)(C)C)[C@H:19]([CH3:42])[CH2:20][CH2:21][CH2:22][CH:23]([CH3:41])[CH:24]=[CH:25][C@@H:26]3[CH2:31][C@@:27]3([C:32](=[O:40])[NH:33][S:34]([CH:37]3[CH2:39][CH2:38]3)(=[O:36])=[O:35])[NH:28][C:29](=[O:30])[C@@H:15]2[CH2:14]1.Cl. (2) Given the product [CH2:32]([O:31][C:29]([C:27]1[O:28][C:24]([CH2:23][C:11]2[NH:10][C:18]3[C:13]([CH:12]=2)=[CH:14][C:15]([S:19]([CH3:22])(=[O:21])=[O:20])=[CH:16][CH:17]=3)=[CH:25][CH:26]=1)=[O:30])[CH3:33], predict the reactants needed to synthesize it. The reactants are: C1(S([N:10]2[C:18]3[C:13](=[CH:14][C:15]([S:19]([CH3:22])(=[O:21])=[O:20])=[CH:16][CH:17]=3)[CH:12]=[C:11]2[CH2:23][C:24]2[O:28][C:27]([C:29]([O:31][CH2:32][CH3:33])=[O:30])=[CH:26][CH:25]=2)(=O)=O)C=CC=CC=1.[OH-].[K+].Cl. (3) Given the product [Br:11][CH2:10][C:3]1[CH:4]=[C:5]([CH:8]=[CH:9][C:2]=1[F:1])[C:6]#[N:7], predict the reactants needed to synthesize it. The reactants are: [F:1][C:2]1[CH:9]=[CH:8][C:5]([C:6]#[N:7])=[CH:4][C:3]=1[CH3:10].[Br:11]N1C(=O)CCC1=O.C(OOC(=O)C1C=CC=CC=1)(=O)C1C=CC=CC=1. (4) Given the product [CH:1]1([C:4]2[N:8]([C:9]([O:11][C:12]([CH3:13])([CH3:14])[CH3:15])=[O:10])[C:7]3[CH:16]=[C:17]([C:26]4[C:27]([CH3:32])=[N:28][O:29][C:30]=4[CH3:31])[CH:18]=[C:19]([C:20]([CH:21]4[CH2:24][CH2:23][O:22]4)=[O:25])[C:6]=3[N:5]=2)[CH2:3][CH2:2]1, predict the reactants needed to synthesize it. The reactants are: [CH:1]1([C:4]2[N:8]([C:9]([O:11][C:12]([CH3:15])([CH3:14])[CH3:13])=[O:10])[C:7]3[CH:16]=[C:17]([C:26]4[C:27]([CH3:32])=[N:28][O:29][C:30]=4[CH3:31])[CH:18]=[C:19]([CH:20]([OH:25])[CH:21]4[CH2:24][CH2:23][O:22]4)[C:6]=3[N:5]=2)[CH2:3][CH2:2]1.CC(OI1(OC(C)=O)(OC(C)=O)OC(=O)C2C=CC=CC1=2)=O.